This data is from Reaction yield outcomes from USPTO patents with 853,638 reactions. The task is: Predict the reaction yield, written as a fraction of the theoretical maximum amount of product (1.0 means a 100% yield; for example, 0.34 means a 34% yield). (1) The reactants are [F:1][C:2]1[CH:31]=[CH:30][CH:29]=[C:28]([F:32])[C:3]=1[C:4]([NH:6][C:7]([NH:9][C:10]1[CH:15]=[CH:14][C:13]([S:16][C:17]([F:26])([F:25])[C:18]([F:24])([F:23])[C:19]([F:22])([F:21])[F:20])=[CH:12][C:11]=1[F:27])=[O:8])=[O:5].[H-].[Na+].Cl[CH:36]([O:38][CH:39](Cl)Cl)Cl.[Cl-].[NH4+]. The catalyst is CN1CCCC1=O.O. The product is [F:1][C:2]1[CH:31]=[CH:30][CH:29]=[C:28]([F:32])[C:3]=1[C:4]([N:6]1[C:7](=[O:8])[N:9]([C:10]2[CH:15]=[CH:14][C:13]([S:16][C:17]([F:25])([F:26])[C:18]([F:24])([F:23])[C:19]([F:21])([F:20])[F:22])=[CH:12][C:11]=2[F:27])[CH2:39][O:38][CH2:36]1)=[O:5]. The yield is 0.210. (2) The reactants are C([O-])([O-])=O.[Na+].[Na+].[CH:7]([S:10]([C:13]1[CH:18]=[CH:17][C:16]([C:19]2[N:20]=[C:21]3[C:27]([C:28]4[O:32][N:31]=[C:30]([C:33]5[CH:38]=[CH:37][CH:36]=[CH:35][CH:34]=5)[CH:29]=4)=[CH:26][N:25](S(C4C=CC(C)=CC=4)(=O)=O)[C:22]3=[N:23][CH:24]=2)=[CH:15][CH:14]=1)(=[O:12])=[O:11])([CH3:9])[CH3:8]. The catalyst is C1COCC1. The product is [CH:7]([S:10]([C:13]1[CH:14]=[CH:15][C:16]([C:19]2[N:20]=[C:21]3[C:27]([C:28]4[O:32][N:31]=[C:30]([C:33]5[CH:38]=[CH:37][CH:36]=[CH:35][CH:34]=5)[CH:29]=4)=[CH:26][NH:25][C:22]3=[N:23][CH:24]=2)=[CH:17][CH:18]=1)(=[O:11])=[O:12])([CH3:9])[CH3:8]. The yield is 0.670. (3) The reactants are [CH2:1]([O:3][C:4]1[CH:5]=[C:6]([CH:18]2[NH:23][C:22](=[O:24])[NH:21][C:20]([C:25]3[CH:30]=[CH:29][C:28]([NH:31][C:32](=[O:35])[O:33][CH3:34])=[CH:27][CH:26]=3)=[C:19]2[C:36]2[CH:41]=[CH:40][CH:39]=[CH:38][CH:37]=2)[CH:7]=[C:8]([N+:15]([O-:17])=[O:16])[C:9]=1[O:10]C(OC)=O)[CH3:2].[OH-].[Na+].Cl.O. The catalyst is C(O)C. The product is [CH2:1]([O:3][C:4]1[CH:5]=[C:6]([CH:18]2[NH:23][C:22](=[O:24])[NH:21][C:20]([C:25]3[CH:26]=[CH:27][C:28]([NH:31][C:32](=[O:35])[O:33][CH3:34])=[CH:29][CH:30]=3)=[C:19]2[C:36]2[CH:41]=[CH:40][CH:39]=[CH:38][CH:37]=2)[CH:7]=[C:8]([N+:15]([O-:17])=[O:16])[C:9]=1[OH:10])[CH3:2]. The yield is 0.446. (4) The catalyst is CN(C=O)C.C(OCC)(=O)C.C1COCC1. The reactants are [CH2:1]([N:3]([CH:7]([CH3:9])[CH3:8])[CH:4]([CH3:6])[CH3:5])C.[CH:10]1([CH2:13][O:14][C:15]2[CH:23]=[CH:22][C:18]([C:19]([OH:21])=O)=[CH:17][CH:16]=2)[CH2:12][CH2:11]1.[OH2:24].O[N:26]1[C:30]2[CH:31]=CC=[CH:34][C:29]=2N=N1.Cl.C(N=C=NC[CH2:42][CH2:43]N(C)C)C.[OH2:47]. The product is [CH:10]1([CH2:13][O:14][C:15]2[CH:16]=[CH:17][C:18]([C:19]([NH:26][C:30]3[C:29]([CH3:34])=[C:8]4[C:7](=[CH:9][CH:31]=3)[N:3]([CH3:1])[C:4]([C:6]([O:47][CH2:42][CH3:43])=[O:24])=[CH:5]4)=[O:21])=[CH:22][CH:23]=2)[CH2:11][CH2:12]1. The yield is 0.900. (5) The reactants are [C:1]1([CH:7]([C:30]2[CH:35]=[CH:34][CH:33]=[CH:32][CH:31]=2)[CH2:8][CH2:9][N:10]([CH2:22][CH2:23][N:24]2[CH2:29][CH2:28][O:27][CH2:26][CH2:25]2)[C:11]([NH:13][C:14]2[CH:19]=[CH:18][CH:17]=[C:16]([CH2:20][OH:21])[CH:15]=2)=[O:12])[CH:6]=[CH:5][CH:4]=[CH:3][CH:2]=1. The catalyst is [O-2].[Mn+2].C(Cl)(Cl)Cl. The product is [C:1]1([CH:7]([C:30]2[CH:31]=[CH:32][CH:33]=[CH:34][CH:35]=2)[CH2:8][CH2:9][N:10]([CH2:22][CH2:23][N:24]2[CH2:29][CH2:28][O:27][CH2:26][CH2:25]2)[C:11]([NH:13][C:14]2[CH:19]=[CH:18][CH:17]=[C:16]([CH:20]=[O:21])[CH:15]=2)=[O:12])[CH:6]=[CH:5][CH:4]=[CH:3][CH:2]=1. The yield is 0.840. (6) The reactants are [CH:1]1[CH:6]=[CH:5][C:4]([CH2:7][O:8][C:9]([NH:11][CH2:12][C:13]([NH2:15])=[S:14])=[O:10])=[CH:3][CH:2]=1.C(=O)([O-])O.[K+].C([CH:23](Br)[C:24](=O)[C:25]([O-:27])=[O:26])C.F[C:31](F)(F)[C:32](OC(=O)C(F)(F)F)=O.N1C(C)=CC=CC=1C. The catalyst is COCCOC. The product is [CH2:7]([O:8][C:9]([NH:11][CH2:12][C:13]1[S:14][CH:23]=[C:24]([C:25]([O:27][CH2:31][CH3:32])=[O:26])[N:15]=1)=[O:10])[C:4]1[CH:5]=[CH:6][CH:1]=[CH:2][CH:3]=1. The yield is 0.850. (7) The reactants are C[O:2][C:3](=[O:29])[C:4]([OH:28])=[CH:5][C:6]([C:8]1[C:16]2[C:11](=[CH:12][CH:13]=[C:14]([O:17][CH2:18][O:19][CH3:20])[CH:15]=2)[N:10]([C:21]([O:23][C:24]([CH3:27])([CH3:26])[CH3:25])=[O:22])[CH:9]=1)=[O:7].[OH-].[Li+]. The catalyst is O1CCOCC1. The product is [C:24]([O:23][C:21]([N:10]1[C:11]2[C:16](=[CH:15][C:14]([O:17][CH2:18][O:19][CH3:20])=[CH:13][CH:12]=2)[C:8]([C:6](=[O:7])[CH:5]=[C:4]([OH:28])[C:3]([OH:29])=[O:2])=[CH:9]1)=[O:22])([CH3:27])([CH3:25])[CH3:26]. The yield is 0.840. (8) The reactants are [NH2:1][C:2]1[CH:7]=[C:6]([F:8])[CH:5]=[CH:4][C:3]=1[SH:9].Br[CH2:11][C:12]1[CH:13]=[C:14]([CH:19]=[CH:20][CH:21]=1)[C:15]([O:17][CH3:18])=[O:16].C([O-])([O-])=O.[K+].[K+]. The catalyst is CN(C=O)C. The product is [NH2:1][C:2]1[CH:7]=[C:6]([F:8])[CH:5]=[CH:4][C:3]=1[S:9][CH2:11][C:12]1[CH:13]=[C:14]([CH:19]=[CH:20][CH:21]=1)[C:15]([O:17][CH3:18])=[O:16]. The yield is 0.880.